This data is from Reaction yield outcomes from USPTO patents with 853,638 reactions. The task is: Predict the reaction yield, written as a fraction of the theoretical maximum amount of product (1.0 means a 100% yield; for example, 0.34 means a 34% yield). (1) The reactants are [Cl-].[Ce+3].[Cl-].[Cl-].[BH4-:5].[Na+].[CH3:7][O:8][C:9]1[CH:14]=[CH:13][C:12]([PH:15](=O)[C:16]2[CH:21]=[CH:20][C:19]([O:22][CH3:23])=[CH:18][CH:17]=2)=[CH:11][CH:10]=1.[H-].[Al+3].[Li+].[H-].[H-].[H-].Cl. The catalyst is C1COCC1.C1(C)C=CC=CC=1.O. The product is [CH3:23][O:22][C:19]1[CH:18]=[CH:17][C:16]([PH:15][C:12]2[CH:13]=[CH:14][C:9]([O:8][CH3:7])=[CH:10][CH:11]=2)=[CH:21][CH:20]=1.[BH3:5]. The yield is 0.413. (2) The reactants are [CH3:1][O:2][C:3]1[CH:4]=[CH:5][C:6]2[CH:10]=[CH:9][S:8][C:7]=2[CH:11]=1.[Li][CH2:13]CCC.CI.O. The catalyst is C1COCC1.CCCCCC. The product is [CH3:1][O:2][C:3]1[CH:4]=[CH:5][C:6]2[CH:10]=[C:9]([CH3:13])[S:8][C:7]=2[CH:11]=1. The yield is 0.970. (3) The reactants are O=[C:2]1[N:21]([CH:22]2[CH2:27][CH2:26][O:25][CH2:24][CH2:23]2)[C:5]2=[N:6][C:7]([C:10]3[CH:11]=[N:12][N:13]4[CH:18]=[CH:17][C:16]([C:19]#[N:20])=[CH:15][C:14]=34)=[CH:8][CH:9]=[C:4]2[NH:3]1.C(O)(=O)CC(CC(O)=O)(C(O)=O)O.C(OCC)(OCC)OCC. The catalyst is CCO. The product is [O:25]1[CH2:24][CH2:23][CH:22]([N:21]2[C:5]3=[N:6][C:7]([C:10]4[CH:11]=[N:12][N:13]5[CH:18]=[CH:17][C:16]([C:19]#[N:20])=[CH:15][C:14]=45)=[CH:8][CH:9]=[C:4]3[N:3]=[CH:2]2)[CH2:27][CH2:26]1. The yield is 0.410. (4) The reactants are [NH2:1][C:2](=[O:40])[CH2:3][C:4]1[CH:39]=[CH:38][CH:37]=[CH:36][C:5]=1[CH2:6][CH2:7][C:8]1[C:13]([C:14]([F:17])([F:16])[F:15])=[CH:12][N:11]=[C:10]([NH:18][C:19]2[CH:20]=[C:21]3[C:26](=[CH:27][CH:28]=2)[CH2:25][N:24](C(OC(C)(C)C)=O)[CH2:23][CH2:22]3)[N:9]=1.C(OC(N1CCC2C(=CC=C(NC3N=C(CCC4C=CC=CC=4CC([O-])=O)C(C(F)(F)F)=CN=3)C=2)C1)=O)(C)(C)C.[Li+].CN(C(ON1N=NC2C=CC=NC1=2)=[N+](C)C)C.F[P-](F)(F)(F)(F)F.C(=O)([O-])[O-].[NH4+].[NH4+].CCN(C(C)C)C(C)C.C(=O)(O)[O-].[Na+]. The catalyst is CN(C=O)C.O. The product is [CH2:25]1[C:26]2[C:21](=[CH:20][C:19]([NH:18][C:10]3[N:9]=[C:8]([CH2:7][CH2:6][C:5]4[CH:36]=[CH:37][CH:38]=[CH:39][C:4]=4[CH2:3][C:2]([NH2:1])=[O:40])[C:13]([C:14]([F:16])([F:17])[F:15])=[CH:12][N:11]=3)=[CH:28][CH:27]=2)[CH2:22][CH2:23][NH:24]1. The yield is 0.670. (5) The reactants are [CH3:1][C:2]([S:5]([NH2:7])=[O:6])([CH3:4])[CH3:3].[Br:8][C:9]1[CH:17]=[C:16]2[C:12]([CH2:13][C:14]3([CH2:23][CH2:22][CH:21]([CH:24]([F:26])[F:25])[CH2:20][CH2:19]3)[C:15]2=O)=[CH:11][CH:10]=1.C([O-])(O)=O.[Na+]. The catalyst is [O-]CC.[Ti+4].[O-]CC.[O-]CC.[O-]CC.CCOC(C)=O. The product is [Br:8][C:9]1[CH:17]=[C:16]2[C:12](=[CH:11][CH:10]=1)[CH2:13][C:14]1([CH2:23][CH2:22][CH:21]([CH:24]([F:25])[F:26])[CH2:20][CH2:19]1)[C:15]2=[N:7][S:5]([C:2]([CH3:4])([CH3:3])[CH3:1])=[O:6]. The yield is 0.600.